This data is from Full USPTO retrosynthesis dataset with 1.9M reactions from patents (1976-2016). The task is: Predict the reactants needed to synthesize the given product. (1) Given the product [Cl:25][C:26]1[C:31]([Cl:32])=[CH:30][C:29]([CH:33]2[C:41]3[C:36](=[CH:37][CH:38]=[CH:39][CH:40]=3)[N:35]([CH2:42][CH2:43][CH2:44][CH2:45][CH3:46])[C:34]2=[O:47])=[C:28]([OH:49])[CH:27]=1, predict the reactants needed to synthesize it. The reactants are: BrC1C=CC(O)=C(C2(O)C3C(=CC=CC=3)N(CCCCC)C2=O)C=1.[Cl:25][C:26]1[C:31]([Cl:32])=[CH:30][C:29]([C:33]2(O)[C:41]3[C:36](=[CH:37][CH:38]=[CH:39][CH:40]=3)[N:35]([CH2:42][CH2:43][CH2:44][CH2:45][CH3:46])[C:34]2=[O:47])=[C:28]([OH:49])[CH:27]=1. (2) Given the product [CH2:31]([C@H:28]([NH:27][C:23]1[N:22]=[C:21]([Cl:38])[N:20]=[C:19]2[C:24]=1[N:25]=[CH:26][N:18]2[C@H:8]1[C@H:7]([OH:39])[C@@H:6]([OH:5])[C@@H:10]([C:11]2[O:15][N:14]=[C:13]([CH2:16][CH3:17])[CH:12]=2)[O:9]1)[CH2:29][OH:30])[C:32]1[CH:33]=[CH:34][CH:35]=[CH:36][CH:37]=1, predict the reactants needed to synthesize it. The reactants are: Cl.C([O:5][C@@H:6]1[C@@H:10]([C:11]2[O:15][N:14]=[C:13]([CH2:16][CH3:17])[CH:12]=2)[O:9][C@@H:8]([N:18]2[CH:26]=[N:25][C:24]3[C:19]2=[N:20][C:21]([Cl:38])=[N:22][C:23]=3[NH:27][C@@H:28]([CH2:31][C:32]2[CH:37]=[CH:36][CH:35]=[CH:34][CH:33]=2)[CH2:29][OH:30])[C@@H:7]1[O:39]C(=O)C)(=O)C.C(=O)([O-])[O-].[K+].[K+].